The task is: Predict which catalyst facilitates the given reaction.. This data is from Catalyst prediction with 721,799 reactions and 888 catalyst types from USPTO. Reactant: COC1C=C(C=C(OC)C=1OC)C[NH:7][C:8]1[C:17]2[C:12](=[CH:13][C:14]([F:18])=[CH:15][CH:16]=2)[CH:11]=[CH:10][N:9]=1. Product: [NH2:7][C:8]1[C:17]2[C:12](=[CH:13][C:14]([F:18])=[CH:15][CH:16]=2)[CH:11]=[CH:10][N:9]=1. The catalyst class is: 67.